Dataset: Full USPTO retrosynthesis dataset with 1.9M reactions from patents (1976-2016). Task: Predict the reactants needed to synthesize the given product. The reactants are: [CH:1]1([N:4]([CH3:26])[C:5]2[N:25]=[C:8]3[CH:9]=[C:10]([NH:13][C:14]([C:16]4[N:20]([CH3:21])[N:19]=[CH:18][C:17]=4[C:22]([OH:24])=O)=[O:15])[CH:11]=[CH:12][N:7]3[N:6]=2)[CH2:3][CH2:2]1.[NH:27]1[CH2:30][CH2:29][CH2:28]1. Given the product [CH:1]1([N:4]([CH3:26])[C:5]2[N:25]=[C:8]3[CH:9]=[C:10]([NH:13][C:14]([C:16]4[N:20]([CH3:21])[N:19]=[CH:18][C:17]=4[C:22]([N:27]4[CH2:30][CH2:29][CH2:28]4)=[O:24])=[O:15])[CH:11]=[CH:12][N:7]3[N:6]=2)[CH2:3][CH2:2]1, predict the reactants needed to synthesize it.